Dataset: Full USPTO retrosynthesis dataset with 1.9M reactions from patents (1976-2016). Task: Predict the reactants needed to synthesize the given product. (1) Given the product [Br:19][CH:9]=[CH:8][C:5]1[CH:6]=[CH:7][C:2]([CH3:1])=[N:3][CH:4]=1, predict the reactants needed to synthesize it. The reactants are: [CH3:1][C:2]1[CH:7]=[CH:6][C:5](/[CH:8]=[CH:9]/B2OC(C)(C)C(C)(C)O2)=[CH:4][N:3]=1.[Br:19]N1C(=O)CCC1=O.C(N(CC)CC)C.O. (2) Given the product [NH2:20][C:19]([NH:1][C:2]1[C:3]2[CH2:17][CH2:16][C:15]3[C:10](=[CH:11][CH:12]=[CH:13][CH:14]=3)[C:4]=2[S:5][C:6]=1[C:7]([NH2:9])=[O:8])=[O:18], predict the reactants needed to synthesize it. The reactants are: [NH2:1][C:2]1[C:3]2[CH2:17][CH2:16][C:15]3[C:10](=[CH:11][CH:12]=[CH:13][CH:14]=3)[C:4]=2[S:5][C:6]=1[C:7]([NH2:9])=[O:8].[O-:18][C:19]#[N:20].[Na+]. (3) Given the product [OH:8][C:6]1([C:5]2[CH:4]=[CH:3][C:2]([C:1]([O:13][CH3:14])=[O:12])=[CH:11][CH:10]=2)[CH2:16][CH2:15]1, predict the reactants needed to synthesize it. The reactants are: [C:1]([O:13][CH3:14])(=[O:12])[C:2]1[CH:11]=[CH:10][C:5]([C:6]([O:8]C)=O)=[CH:4][CH:3]=1.[CH2:15]([Mg]Br)[CH3:16]. (4) Given the product [O:18]1[CH2:19][CH2:20][CH2:21][CH2:22][CH:17]1[N:12]1[CH:11]=[N:10][C:9]2[C:13]1=[N:14][CH:15]=[N:16][C:8]=2[C:7]1[C:2]([C:30]2[N:29]=[CH:28][C:27]3[C:32](=[C:33]([NH2:34])[CH:24]=[CH:25][CH:26]=3)[N:31]=2)=[N:3][CH:4]=[CH:5][CH:6]=1, predict the reactants needed to synthesize it. The reactants are: F[C:2]1[C:7]([C:8]2[N:16]=[CH:15][N:14]=[C:13]3[C:9]=2[N:10]=[CH:11][N:12]3[CH:17]2[CH2:22][CH2:21][CH2:20][CH2:19][O:18]2)=[CH:6][CH:5]=[CH:4][N:3]=1.C[C:24]1[C:33]([NH2:34])=[C:32]2[C:27]([C:28](SC)=[N:29][CH:30]=[N:31]2)=[CH:26][CH:25]=1.[Li+].C[Si]([N-][Si](C)(C)C)(C)C.C1COCC1. (5) The reactants are: Br[CH2:2][C:3]1[O:4][C:5]2[CH:11]=[C:10]([C:12]([O:14][CH2:15][CH3:16])=[O:13])[CH:9]=[C:8]([O:17][C:18]3[CH:23]=[CH:22][C:21]([CH:24]([F:26])[F:25])=[CH:20][CH:19]=3)[C:6]=2[CH:7]=1.CS(C)=[O:29]. Given the product [F:25][CH:24]([F:26])[C:21]1[CH:22]=[CH:23][C:18]([O:17][C:8]2[C:6]3[CH:7]=[C:3]([CH:2]=[O:29])[O:4][C:5]=3[CH:11]=[C:10]([C:12]([O:14][CH2:15][CH3:16])=[O:13])[CH:9]=2)=[CH:19][CH:20]=1, predict the reactants needed to synthesize it. (6) Given the product [C:5]1([NH:9][C:10](=[O:29])[NH:32][C:33]2[CH:34]=[CH:35][C:36]([C:39]3[O:43][C:42]([CH:44]4[CH2:45][CH2:46][CH:47]([C:50]([O:52][CH3:53])=[O:51])[CH2:48][CH2:49]4)=[N:41][CH:40]=3)=[CH:37][CH:38]=2)[CH:6]=[CH:7][CH:8]=[CH:3][CH:4]=1, predict the reactants needed to synthesize it. The reactants are: FC(F)(F)[C:3]1[CH:4]=[C:5]([NH:9][C:10](=[O:29])NC2C=CC(C3SC(CCC(OC)=O)=NC=3)=CC=2)[CH:6]=[CH:7][CH:8]=1.[NH2:32][C:33]1[CH:38]=[CH:37][C:36]([C:39]2[O:43][C:42]([CH:44]3[CH2:49][CH2:48][CH:47]([C:50]([O:52][CH3:53])=[O:51])[CH2:46][CH2:45]3)=[N:41][CH:40]=2)=[CH:35][CH:34]=1.N(C1C=CC=CC=1)=C=O. (7) The reactants are: [CH3:1][S:2][C:3]1[C:11]2[C:6](=[N:7][CH:8]=[N:9][C:10]=2O)[NH:5][N:4]=1.O=P(Cl)(Cl)[Cl:15]. Given the product [Cl:15][C:10]1[N:9]=[CH:8][N:7]=[C:6]2[NH:5][N:4]=[C:3]([S:2][CH3:1])[C:11]=12, predict the reactants needed to synthesize it.